This data is from Forward reaction prediction with 1.9M reactions from USPTO patents (1976-2016). The task is: Predict the product of the given reaction. (1) Given the reactants [Cl:1][C:2]1[N:10]=[C:9]([Cl:11])[CH:8]=[CH:7][C:3]=1[C:4]([OH:6])=O.CCN=C=NCCCN(C)C.[O:23]([C:30]1[CH:37]=[CH:36][C:33]([CH2:34][NH2:35])=[CH:32][CH:31]=1)[C:24]1[CH:29]=[CH:28][CH:27]=[CH:26][CH:25]=1.CN(C=O)C, predict the reaction product. The product is: [O:23]([C:30]1[CH:31]=[CH:32][C:33]([CH2:34][NH:35][C:4](=[O:6])[C:3]2[CH:7]=[CH:8][C:9]([Cl:11])=[N:10][C:2]=2[Cl:1])=[CH:36][CH:37]=1)[C:24]1[CH:29]=[CH:28][CH:27]=[CH:26][CH:25]=1. (2) Given the reactants [CH3:1][C@@:2]1([OH:18])[C@H:6]([OH:7])[C@@H:5]([CH2:8][OH:9])[O:4][C@H:3]1[N:10]1[CH:17]=[CH:16][C:14]([NH2:15])=[N:13][C:11]1=[O:12].C[Si](Cl)(C)C.[CH3:24][O:25][C:26]1[CH:31]=[CH:30][C:29]([C:32](Cl)([C:39]2[CH:44]=[CH:43][CH:42]=[CH:41][CH:40]=2)[C:33]2[CH:38]=[CH:37][CH:36]=[CH:35][CH:34]=2)=[CH:28][CH:27]=1.C([O-])(O)=O.[Na+].[NH4+].[F-], predict the reaction product. The product is: [OH:18][C@:2]1([CH3:1])[C@H:6]([OH:7])[C@@H:5]([CH2:8][OH:9])[O:4][C@H:3]1[N:10]1[CH:17]=[CH:16][C:14]([NH:15][C:32]([C:29]2[CH:28]=[CH:27][C:26]([O:25][CH3:24])=[CH:31][CH:30]=2)([C:39]2[CH:44]=[CH:43][CH:42]=[CH:41][CH:40]=2)[C:33]2[CH:34]=[CH:35][CH:36]=[CH:37][CH:38]=2)=[N:13][C:11]1=[O:12]. (3) Given the reactants [NH2:1][C:2]1([C:6]2[CH:11]=[CH:10][C:9]([C:12]3[N:13]=[C:14]4[N:19]=[C:18]([O:20][CH2:21][CH2:22][N:23]5C(=O)C6C(=CC=CC=6)C5=O)[CH:17]=[CH:16][N:15]4[C:34]=3[C:35]3[CH:40]=[CH:39][CH:38]=[CH:37][CH:36]=3)=[CH:8][CH:7]=2)[CH2:5][CH2:4][CH2:3]1.O.NN, predict the reaction product. The product is: [NH2:23][CH2:22][CH2:21][O:20][C:18]1[CH:17]=[CH:16][N:15]2[C:34]([C:35]3[CH:40]=[CH:39][CH:38]=[CH:37][CH:36]=3)=[C:12]([C:9]3[CH:10]=[CH:11][C:6]([C:2]4([NH2:1])[CH2:5][CH2:4][CH2:3]4)=[CH:7][CH:8]=3)[N:13]=[C:14]2[N:19]=1. (4) The product is: [F:19][CH2:18][CH2:17][N:8]1[CH2:7][CH2:6][C:5]2[C:10](=[CH:11][C:12]([N+:13]([O-:15])=[O:14])=[C:3]([O:2][CH3:1])[CH:4]=2)[CH2:9]1. Given the reactants [CH3:1][O:2][C:3]1[CH:4]=[C:5]2[C:10](=[CH:11][C:12]=1[N+:13]([O-:15])=[O:14])[CH2:9][NH:8][CH2:7][CH2:6]2.I[CH2:17][CH2:18][F:19].C(=O)([O-])[O-].[K+].[K+], predict the reaction product. (5) Given the reactants [Br:1][C:2]1[S:3][CH:4]=[CH:5][C:6]=1[CH3:7].[Li+].CC([N-]C(C)C)C.Br[C:17]1[CH:22]=[CH:21][CH:20]=[C:19]([CH3:23])[N:18]=1, predict the reaction product. The product is: [Br:1][C:2]1[S:3][C:4]([C:17]2[CH:22]=[CH:21][CH:20]=[C:19]([CH3:23])[N:18]=2)=[CH:5][C:6]=1[CH3:7]. (6) Given the reactants Cl[C:2]1[N:3]=[C:4]([N:22]2[CH2:27][CH2:26][O:25][CH2:24][CH2:23]2)[C:5]2[O:10][C:9]([CH2:11][N:12]3[CH2:17][CH2:16][CH:15]([C:18]([OH:21])([CH3:20])[CH3:19])[CH2:14][CH2:13]3)=[CH:8][C:6]=2[N:7]=1.[CH3:28][C:29]1[NH:33][C:32]2[CH:34]=[CH:35][CH:36]=[CH:37][C:31]=2[N:30]=1.CC(C1C=C(C(C)C)C(C2C=CC=CC=2P(C2CCCCC2)C2CCCCC2)=C(C(C)C)C=1)C.C(=O)([O-])[O-].[Cs+].[Cs+], predict the reaction product. The product is: [CH3:28][C:29]1[N:33]([C:2]2[N:3]=[C:4]([N:22]3[CH2:27][CH2:26][O:25][CH2:24][CH2:23]3)[C:5]3[O:10][C:9]([CH2:11][N:12]4[CH2:17][CH2:16][CH:15]([C:18]([OH:21])([CH3:20])[CH3:19])[CH2:14][CH2:13]4)=[CH:8][C:6]=3[N:7]=2)[C:32]2[CH:34]=[CH:35][CH:36]=[CH:37][C:31]=2[N:30]=1. (7) The product is: [CH:1]1([C@@H:7]2[NH:12][C:11](=[O:13])[C@H:10]([CH2:14][CH:15]([CH3:17])[CH3:16])[N:9]([CH2:30][C:27]3[CH:26]=[C:25]([C:22]4[CH:23]=[CH:24][C:19]([F:18])=[CH:20][CH:21]=4)[O:29][N:28]=3)[CH2:8]2)[CH2:2][CH2:3][CH2:4][CH2:5][CH2:6]1. Given the reactants [CH:1]1([C@@H:7]2[NH:12][C:11](=[O:13])[C@H:10]([CH2:14][CH:15]([CH3:17])[CH3:16])[NH:9][CH2:8]2)[CH2:6][CH2:5][CH2:4][CH2:3][CH2:2]1.[F:18][C:19]1[CH:24]=[CH:23][C:22]([C:25]2[O:29][N:28]=[C:27]([CH:30]=O)[CH:26]=2)=[CH:21][CH:20]=1.C([C@@H]1N(CC2C=C(C3C=CC=CC=3)ON=2)C[C@H](CC(C)C)NC1=O)C(C)C, predict the reaction product. (8) Given the reactants [CH:1]1([C:7]2([O:20][CH3:21])[CH2:12][CH2:11][N:10]([C:13](OC(C)(C)C)=O)[CH2:9][CH2:8]2)[CH2:6][CH2:5][CH2:4][CH2:3][CH2:2]1.F[C:23](F)(F)[C:24](O)=O, predict the reaction product. The product is: [CH:1]1([C:7]2([O:20][CH3:21])[CH2:8][CH2:9][N:10]([C:13]3[CH:24]=[CH:23][C:8]([C:9]#[N:10])=[CH:7][CH:1]=3)[CH2:11][CH2:12]2)[CH2:2][CH2:3][CH2:4][CH2:5][CH2:6]1. (9) Given the reactants [Br:1][C:2]1[CH:7]=[CH:6][C:5]([NH:8][C:9]2[CH2:14][C:13]([C:15]([O:17]C)=[O:16])=[C:12]([NH:19][C:20]3[CH:25]=[CH:24][C:23]([Br:26])=[CH:22][CH:21]=3)[CH2:11][C:10]=2[C:27]([O:29]C)=[O:28])=[CH:4][CH:3]=1.[Na].[N+](C1C=C(S(O)(=O)=O)C=CC=1)([O-])=O.[OH-].[Na+].Cl, predict the reaction product. The product is: [Br:1][C:2]1[CH:3]=[CH:4][C:5]([NH:8][C:9]2[CH:14]=[C:13]([C:15]([OH:17])=[O:16])[C:12]([NH:19][C:20]3[CH:25]=[CH:24][C:23]([Br:26])=[CH:22][CH:21]=3)=[CH:11][C:10]=2[C:27]([OH:29])=[O:28])=[CH:6][CH:7]=1.